This data is from Forward reaction prediction with 1.9M reactions from USPTO patents (1976-2016). The task is: Predict the product of the given reaction. (1) Given the reactants [N:1]1([C:8]([N:10]2[CH2:13][CH:12]([O:14][C:15]3[CH:16]=[CH:17][C:18]([C:21]([NH:23][CH3:24])=[O:22])=[N:19][CH:20]=3)[CH2:11]2)=[O:9])[CH2:7][CH2:6][CH2:5][NH:4][CH2:3][CH2:2]1.[CH2:25]=O, predict the reaction product. The product is: [CH3:25][N:4]1[CH2:5][CH2:6][CH2:7][N:1]([C:8]([N:10]2[CH2:11][CH:12]([O:14][C:15]3[CH:16]=[CH:17][C:18]([C:21]([NH:23][CH3:24])=[O:22])=[N:19][CH:20]=3)[CH2:13]2)=[O:9])[CH2:2][CH2:3]1. (2) The product is: [CH3:12][C:13]1[CH:14]=[CH:15][C:16]([NH:19][C:20]([C:22]2[CH:26]=[CH:25][O:24][CH:23]=2)=[O:21])=[CH:17][C:18]=1[C:2]1[CH:11]=[CH:10][C:5]2[C:6]([CH3:9])=[N:7][O:8][C:4]=2[CH:3]=1. Given the reactants Br[C:2]1[CH:11]=[CH:10][C:5]2[C:6]([CH3:9])=[N:7][O:8][C:4]=2[CH:3]=1.[CH3:12][C:13]1[CH:18]=[CH:17][C:16]([NH:19][C:20]([C:22]2[CH:26]=[CH:25][O:24][CH:23]=2)=[O:21])=[CH:15][C:14]=1B1OC(C)(C)C(C)(C)O1, predict the reaction product. (3) Given the reactants [CH2:1]([OH:4])[CH2:2][CH3:3].[H-].[Na+].Cl[C:8]1[N:16]=[C:15]([Cl:17])[CH:14]=[CH:13][C:9]=1[C:10]([NH2:12])=[O:11], predict the reaction product. The product is: [Cl:17][C:15]1[CH:14]=[CH:13][C:9]([C:10]([NH2:12])=[O:11])=[C:8]([O:4][CH2:1][CH2:2][CH3:3])[N:16]=1. (4) Given the reactants [CH3:1][O:2][C:3]([C:5]1([C:18]2[CH:23]=[CH:22][CH:21]=[C:20]([F:24])[C:19]=2[CH3:25])[CH2:10][CH:9]=[C:8]([C:11]2[CH:12]=[N:13][CH:14]=[C:15]([F:17])[CH:16]=2)[CH2:7][CH2:6]1)=[O:4].FC1C(C)=C(C2(C(O)=O)CC=C(C3C=NC=C(F)C=3)CC2)C=CC=1.[OH-].[Na+], predict the reaction product. The product is: [F:24][C:20]1[C:19]([CH3:25])=[C:18]([C:5]2([C:3]([O:2][CH3:1])=[O:4])[CH2:6][CH:7]=[C:8]([C:11]3[CH:12]=[N:13][CH:14]=[C:15]([F:17])[CH:16]=3)[CH2:9][CH2:10]2)[CH:23]=[CH:22][CH:21]=1.